Dataset: Forward reaction prediction with 1.9M reactions from USPTO patents (1976-2016). Task: Predict the product of the given reaction. (1) Given the reactants C(N)C1C=CC=CC=1.[CH:9]1([CH2:12][CH2:13][NH2:14])[CH2:11][CH2:10]1.[CH3:15][C:16]1[N:17]=[C:18]([N:24]2[CH2:28][CH2:27][N:26]([CH2:29][C:30]3[CH:35]=[CH:34][C:33]([O:36][C:37]([F:40])([F:39])[F:38])=[CH:32][CH:31]=3)[C:25]2=[O:41])[S:19][C:20]=1[C:21](O)=[O:22], predict the reaction product. The product is: [CH:9]1([CH2:12][CH2:13][NH:14][C:21]([C:20]2[S:19][C:18]([N:24]3[CH2:28][CH2:27][N:26]([CH2:29][C:30]4[CH:31]=[CH:32][C:33]([O:36][C:37]([F:38])([F:39])[F:40])=[CH:34][CH:35]=4)[C:25]3=[O:41])=[N:17][C:16]=2[CH3:15])=[O:22])[CH2:11][CH2:10]1. (2) Given the reactants Br[C:2]1[CH:7]=[CH:6][C:5]([C:8]2[CH:17]=[CH:16][C:15]3[C:10](=[CH:11][CH:12]=[CH:13][CH:14]=3)[CH:9]=2)=[CH:4][CH:3]=1.CCCCCC.C([Li])CCC.[B:29](OC(C)C)([O:34]C(C)C)[O:30]C(C)C.Cl, predict the reaction product. The product is: [CH:9]1[C:10]2[C:15](=[CH:14][CH:13]=[CH:12][CH:11]=2)[CH:16]=[CH:17][C:8]=1[C:5]1[CH:6]=[CH:7][C:2]([B:29]([OH:34])[OH:30])=[CH:3][CH:4]=1. (3) Given the reactants [Br:1][C:2]1[CH:3]=[C:4]([C:8]2[N:12]([CH2:13][CH2:14][O:15][CH2:16][Si:17]([CH3:20])([CH3:19])[CH3:18])[N:11]=[CH:10][C:9]=2[NH2:21])[CH:5]=[CH:6][CH:7]=1.[N:22]1[N:26]2[CH:27]=[CH:28][CH:29]=[N:30][C:25]2=[C:24]([C:31](Cl)=[O:32])[CH:23]=1, predict the reaction product. The product is: [Br:1][C:2]1[CH:3]=[C:4]([C:8]2[N:12]([CH2:13][CH2:14][O:15][CH2:16][Si:17]([CH3:18])([CH3:20])[CH3:19])[N:11]=[CH:10][C:9]=2[NH:21][C:31]([C:24]2[CH:23]=[N:22][N:26]3[CH:27]=[CH:28][CH:29]=[N:30][C:25]=23)=[O:32])[CH:5]=[CH:6][CH:7]=1. (4) Given the reactants [C:1]1(B(O)O)[CH2:6][CH2:5][CH2:4][CH2:3][CH:2]=1.[C:10]([NH:14][S:15]([CH2:18][CH2:19][C:20]1[CH:25]=[CH:24][C:23]([NH2:26])=[C:22](Br)[CH:21]=1)(=[O:17])=[O:16])([CH3:13])([CH3:12])[CH3:11], predict the reaction product. The product is: [C:10]([NH:14][S:15]([CH2:18][CH2:19][C:20]1[CH:25]=[CH:24][C:23]([NH2:26])=[C:22]([C:1]2[CH2:6][CH2:5][CH2:4][CH2:3][CH:2]=2)[CH:21]=1)(=[O:17])=[O:16])([CH3:13])([CH3:12])[CH3:11].